Dataset: Forward reaction prediction with 1.9M reactions from USPTO patents (1976-2016). Task: Predict the product of the given reaction. Given the reactants [N-:1]=[N+:2]=[N-:3].[Na+].CS(O[CH2:10][CH2:11][C:12]1[C:13]([N+:18]([O-:20])=[O:19])=[N:14][CH:15]=[CH:16][CH:17]=1)(=O)=O.C(=O)(O)[O-].[Na+].C(Cl)Cl, predict the reaction product. The product is: [N:1]([CH2:10][CH2:11][C:12]1[C:13]([N+:18]([O-:20])=[O:19])=[N:14][CH:15]=[CH:16][CH:17]=1)=[N+:2]=[N-:3].